From a dataset of Reaction yield outcomes from USPTO patents with 853,638 reactions. Predict the reaction yield, written as a fraction of the theoretical maximum amount of product (1.0 means a 100% yield; for example, 0.34 means a 34% yield). (1) The yield is 0.920. The product is [N+:1]([C:4]1[CH:9]=[CH:8][C:7]([O:10][CH2:12][C:13]2[O:17][N:16]=[C:15]([C:18]3[CH:19]=[CH:20][CH:21]=[CH:22][CH:23]=3)[N:14]=2)=[CH:6][CH:5]=1)([O-:3])=[O:2]. The catalyst is CC(C)=O. The reactants are [N+:1]([C:4]1[CH:9]=[CH:8][C:7]([OH:10])=[CH:6][CH:5]=1)([O-:3])=[O:2].Cl[CH2:12][C:13]1[O:17][N:16]=[C:15]([C:18]2[CH:23]=[CH:22][CH:21]=[CH:20][CH:19]=2)[N:14]=1.C([O-])([O-])=O.[K+].[K+]. (2) The reactants are Cl[C:2]1[N:9]=[C:8]([CH3:10])[C:7]([C:11]([CH:13]2[CH2:15][CH2:14]2)=[O:12])=[CH:6][C:3]=1[C:4]#[N:5].Cl.[Cl:17][C:18]1[S:22][C:21]([S:23]([NH:26][C:27]([CH:29]2[CH2:34][CH2:33][NH:32][CH2:31][CH2:30]2)=[O:28])(=[O:25])=[O:24])=[CH:20][CH:19]=1.CCN(C(C)C)C(C)C. The catalyst is CN(C=O)C. The product is [Cl:17][C:18]1[S:22][C:21]([S:23]([NH:26][C:27]([CH:29]2[CH2:34][CH2:33][N:32]([C:2]3[C:3]([C:4]#[N:5])=[CH:6][C:7]([C:11]([CH:13]4[CH2:15][CH2:14]4)=[O:12])=[C:8]([CH3:10])[N:9]=3)[CH2:31][CH2:30]2)=[O:28])(=[O:24])=[O:25])=[CH:20][CH:19]=1. The yield is 0.500. (3) The reactants are [NH2:1][C:2]1[CH:7]=[CH:6][C:5]([N+:8]([O-:10])=[O:9])=[CH:4][C:3]=1[SH:11].C(=O)(O)[O-].[Na+].Cl[CH2:18][C:19](Cl)=[O:20]. The catalyst is O1CCCC1.O. The product is [N+:8]([C:5]1[CH:6]=[CH:7][C:2]2[NH:1][C:19](=[O:20])[CH2:18][S:11][C:3]=2[CH:4]=1)([O-:10])=[O:9]. The yield is 0.480. (4) The reactants are [CH:1]1([C:4]2[NH:8][C:7]3[C:9]([C:14]([OH:16])=O)=[CH:10][CH:11]=[C:12]([OH:13])[C:6]=3[N:5]=2)[CH2:3][CH2:2]1.[NH2:17][CH2:18][CH:19]1[CH2:24][CH2:23][N:22](C(OC(C)(C)C)=O)[CH2:21][CH2:20]1. No catalyst specified. The product is [CH:1]1([C:4]2[NH:8][C:7]3[C:9]([C:14]([NH:17][CH2:18][CH:19]4[CH2:24][CH2:23][NH:22][CH2:21][CH2:20]4)=[O:16])=[CH:10][CH:11]=[C:12]([OH:13])[C:6]=3[N:5]=2)[CH2:2][CH2:3]1. The yield is 0.270. (5) The yield is 0.730. The product is [C:19]1([C:18]2[CH2:4][C:5]3([CH2:10][CH2:9][CH2:8][N:7]([C:11]([O:13][C:14]([CH3:17])([CH3:16])[CH3:15])=[O:12])[CH2:6]3)[O:26][N:25]=2)[CH:24]=[CH:23][CH:22]=[CH:21][CH:20]=1. The reactants are Cl[O-].[Na+].[CH2:4]=[C:5]1[CH2:10][CH2:9][CH2:8][N:7]([C:11]([O:13][C:14]([CH3:17])([CH3:16])[CH3:15])=[O:12])[CH2:6]1.[CH:18](=[N:25][OH:26])[C:19]1[CH:24]=[CH:23][CH:22]=[CH:21][CH:20]=1. The catalyst is C(Cl)Cl. (6) The reactants are C(OC([NH:8][C:9]1[C:10]([NH:22][C:23](=[O:34])[C:24]2[CH:29]=[CH:28][CH:27]=[CH:26][C:25]=2[C:30]([CH3:33])([CH3:32])[CH3:31])=[CH:11][C:12]([O:15][CH2:16][C:17]([O:19][CH2:20][CH3:21])=[O:18])=[CH:13][CH:14]=1)=O)(C)(C)C.C(O)(C(F)(F)F)=O. The catalyst is C(Cl)Cl. The product is [C:30]([C:25]1[CH:26]=[CH:27][CH:28]=[CH:29][C:24]=1[C:23]([NH:22][C:10]1[C:9]([NH2:8])=[CH:14][CH:13]=[C:12]([O:15][CH2:16][C:17]([O:19][CH2:20][CH3:21])=[O:18])[CH:11]=1)=[O:34])([CH3:31])([CH3:32])[CH3:33]. The yield is 0.980.